From a dataset of Catalyst prediction with 721,799 reactions and 888 catalyst types from USPTO. Predict which catalyst facilitates the given reaction. (1) Reactant: O[CH2:2][C:3]1[N:8]=[C:7]([C:9]([N:11]2[CH2:16][CH2:15][O:14][CH2:13][CH2:12]2)=[O:10])[CH:6]=[CH:5][CH:4]=1.C(N(C(C)C)CC)(C)C.CS([Cl:30])(=O)=O. Product: [Cl:30][CH2:2][C:3]1[N:8]=[C:7]([C:9]([N:11]2[CH2:16][CH2:15][O:14][CH2:13][CH2:12]2)=[O:10])[CH:6]=[CH:5][CH:4]=1. The catalyst class is: 2. (2) Reactant: [OH-].[K+].[C:3]1([C:9]2[NH:10][C:11]3[C:16]([CH:17]=2)=[CH:15][C:14]([C:18]([O:20][CH3:21])=[O:19])=[CH:13][CH:12]=3)[CH:8]=[CH:7][CH:6]=[CH:5][CH:4]=1.[CH3:22][O:23][CH2:24][CH2:25]Br. Product: [CH3:22][O:23][CH2:24][CH2:25][N:10]1[C:11]2[C:16](=[CH:15][C:14]([C:18]([O:20][CH3:21])=[O:19])=[CH:13][CH:12]=2)[CH:17]=[C:9]1[C:3]1[CH:4]=[CH:5][CH:6]=[CH:7][CH:8]=1. The catalyst class is: 9. (3) Reactant: [OH:1][C:2]1[CH:9]=[CH:8][C:7]([C:10]([F:13])([F:12])[F:11])=[CH:6][C:3]=1[CH:4]=[O:5].[CH2:14](OS(C1C=CC(C)=CC=1)(=O)=O)[C@@H:15]1[O:17][CH2:16]1.C([O-])([O-])=O.[K+].[K+]. Product: [O:17]1[CH2:16][C@@H:15]1[CH2:14][O:1][C:2]1[CH:9]=[CH:8][C:7]([C:10]([F:11])([F:12])[F:13])=[CH:6][C:3]=1[CH:4]=[O:5]. The catalyst class is: 3. (4) Reactant: [CH:1]([C:4]1[CH:5]=[C:6]([CH:31]=[CH:32][CH:33]=1)[CH2:7][N:8]1[C@@H:16]2[C@H:11]([C@H:12]([CH2:19][C:20]3[CH:25]=[CH:24][C:23]([O:26][CH3:27])=[C:22]([CH:28]=[CH2:29])[CH:21]=3)[CH2:13][S:14](=[O:18])(=[O:17])[CH2:15]2)[O:10][C:9]1=[O:30])([CH3:3])[CH3:2].CCCCCC.CCOC(C)=O.N. Product: [CH2:28]([C:22]1[CH:21]=[C:20]([CH:25]=[CH:24][C:23]=1[O:26][CH3:27])[CH2:19][C@H:12]1[C@H:11]2[C@@H:16]([N:8]([CH2:7][C:6]3[CH:31]=[CH:32][CH:33]=[C:4]([CH:1]([CH3:3])[CH3:2])[CH:5]=3)[C:9](=[O:30])[O:10]2)[CH2:15][S:14](=[O:17])(=[O:18])[CH2:13]1)[CH3:29]. The catalyst class is: 19. (5) Product: [F:1][C:2]1[CH:7]=[C:6]([N+:8]([O-:10])=[O:9])[CH:5]=[CH:4][C:3]=1[N:11]([CH3:29])[C:12]1[C:13]2[CH:20]=[CH:19][NH:18][C:14]=2[N:15]=[CH:16][CH:17]=1. The catalyst class is: 4. Reactant: [F:1][C:2]1[CH:7]=[C:6]([N+:8]([O-:10])=[O:9])[CH:5]=[CH:4][C:3]=1[N:11]([CH3:29])[C:12]1[C:13]2[CH:20]=[CH:19][N:18](COCC[Si](C)(C)C)[C:14]=2[N:15]=[CH:16][CH:17]=1.FC(F)(F)C(O)=O.[OH-].[Li+].C(=O)(O)[O-].[Na+]. (6) Reactant: Br[C:2]1[CH:3]=[N:4][N:5]([C:7]([CH3:10])([CH3:9])[CH3:8])[CH:6]=1.[Li]CCCC.[C:16](=[O:18])=[O:17]. Product: [C:7]([N:5]1[CH:6]=[C:2]([C:16]([OH:18])=[O:17])[CH:3]=[N:4]1)([CH3:10])([CH3:9])[CH3:8]. The catalyst class is: 1. (7) Reactant: [CH2:1]([NH:8][C:9]([N:11]1[CH2:16][CH2:15][C:14](=[O:17])[N:13]2[C@@H:18]([CH2:34][C:35]3[CH:40]=[CH:39][C:38]([OH:41])=[CH:37][CH:36]=3)[C:19](=[O:33])[N:20]([CH2:22][C:23]3[C:32]4[C:27](=[CH:28][CH:29]=[CH:30][CH:31]=4)[CH:26]=[CH:25][CH:24]=3)[CH2:21][CH:12]12)=[O:10])[C:2]1[CH:7]=[CH:6][CH:5]=[CH:4][CH:3]=1.[CH2:42]1COCC1.[C:47](Cl)(=[O:63])[CH2:48][CH2:49][CH2:50][CH2:51][CH2:52][CH2:53][CH2:54][CH2:55][CH2:56][CH2:57][CH2:58][CH2:59][CH2:60][CH2:61][CH3:62].C(N(CC)CC)C. Product: [C:47]([O:41][C:38]1[CH:37]=[CH:36][C:35]([CH2:34][C@@H:18]2[N:13]3[C:14](=[O:17])[CH2:15][CH2:16][N:11]([C:9](=[O:10])[NH:8][CH2:1][C:2]4[CH:7]=[CH:6][CH:5]=[CH:4][CH:3]=4)[CH:12]3[C@H:21]([CH3:42])[N:20]([CH2:22][C:23]3[C:32]4[C:27](=[CH:28][CH:29]=[CH:30][CH:31]=4)[CH:26]=[CH:25][CH:24]=3)[C:19]2=[O:33])=[CH:40][CH:39]=1)(=[O:63])[CH2:48][CH2:49][CH2:50][CH2:51][CH2:52][CH2:53][CH2:54][CH2:55][CH2:56][CH2:57][CH2:58][CH2:59][CH2:60][CH2:61][CH3:62]. The catalyst class is: 13.